This data is from Full USPTO retrosynthesis dataset with 1.9M reactions from patents (1976-2016). The task is: Predict the reactants needed to synthesize the given product. (1) Given the product [CH3:1][C:2]1[CH:7]=[C:6]([CH3:8])[CH:5]=[CH:4][C:3]=1[C:9]1[C:22](=[O:23])[N:21]([CH3:24])[C:12]2[N:13]([CH3:27])[C:14]3[C:19]([C:11]=2[CH:10]=1)=[CH:18][C:17]([CH3:20])=[CH:16][CH:15]=3, predict the reactants needed to synthesize it. The reactants are: [CH3:1][C:2]1[CH:7]=[C:6]([CH3:8])[CH:5]=[CH:4][C:3]=1[C:9]1[C:22](=[O:23])[N:21]([CH3:24])[C:12]2[NH:13][C:14]3[C:19]([C:11]=2[CH:10]=1)=[CH:18][C:17]([CH3:20])=[CH:16][CH:15]=3.[H-].[Na+].[CH3:27]I. (2) Given the product [F:1][C:2]1[CH:11]=[C:10]([NH:12][S:13]([C:16]2[CH:21]=[CH:20][C:19]([N:32]3[CH:36]=[CH:35][CH:34]=[CH:33]3)=[CH:18][CH:17]=2)(=[O:15])=[O:14])[CH:9]=[C:8]([F:23])[C:3]=1[C:4]([OH:6])=[O:5], predict the reactants needed to synthesize it. The reactants are: [F:1][C:2]1[CH:11]=[C:10]([NH:12][S:13]([C:16]2[CH:21]=[CH:20][C:19](I)=[CH:18][CH:17]=2)(=[O:15])=[O:14])[CH:9]=[C:8]([F:23])[C:3]=1[C:4]([O:6]C)=[O:5].P([O-])([O-])([O-])=O.[K+].[K+].[K+].[NH:32]1[CH:36]=[CH:35][CH:34]=[CH:33]1.CN[C@@H]1CCCC[C@H]1NC.[OH-].[Na+].Cl. (3) Given the product [Cl:1][C:2]1[CH:7]=[CH:6][C:5]([C:8]([N:16]2[C:24]3[C:19](=[C:20]([N:25]([CH2:30][O:31][CH2:32][CH2:33][Si:34]([CH3:37])([CH3:35])[CH3:36])[S:26]([CH3:29])(=[O:28])=[O:27])[CH:21]=[CH:22][CH:23]=3)[CH:18]=[CH:17]2)([CH2:14][CH3:15])[C:9]#[C:10][C:11]#[N:13])=[CH:4][CH:3]=1, predict the reactants needed to synthesize it. The reactants are: [Cl:1][C:2]1[CH:7]=[CH:6][C:5]([C:8]([N:16]2[C:24]3[C:19](=[C:20]([N:25]([CH2:30][O:31][CH2:32][CH2:33][Si:34]([CH3:37])([CH3:36])[CH3:35])[S:26]([CH3:29])(=[O:28])=[O:27])[CH:21]=[CH:22][CH:23]=3)[CH:18]=[CH:17]2)([CH2:14][CH3:15])[C:9]#[C:10][C:11]([NH2:13])=O)=[CH:4][CH:3]=1.O=P(Cl)(Cl)Cl. (4) Given the product [OH:16][C@:4]1([CH3:17])[CH2:5][CH2:6][C@@H:7]2[C@:12]([CH3:13])([CH2:11][CH2:10][CH2:9][C:8]2([CH3:14])[CH3:15])[CH:3]1[CH:2]=[O:1], predict the reactants needed to synthesize it. The reactants are: [OH:1][CH2:2][C@@H:3]1[C@:12]2([CH3:13])[C@H:7]([C:8]([CH3:15])([CH3:14])[CH2:9][CH2:10][CH2:11]2)[CH2:6][CH2:5][C@@:4]1([CH3:17])[OH:16].[Cr](Cl)([O-])(=O)=O.[NH+]1C=CC=CC=1. (5) The reactants are: [ClH:1].O=[C:3]1[C:12]2[C:7](=[CH:8][C:9]([O:28][CH3:29])=[C:10]([O:13][C@H:14]3[CH2:19][CH2:18][C@H:17]([N:20]4[CH2:25][CH2:24][N:23]([CH3:26])[C:22](=[O:27])[CH2:21]4)[CH2:16][CH2:15]3)[CH:11]=2)[N:6]=[CH:5][NH:4]1. Given the product [ClH:1].[Cl:1][C:3]1[C:12]2[C:7](=[CH:8][C:9]([O:28][CH3:29])=[C:10]([O:13][C@H:14]3[CH2:19][CH2:18][C@H:17]([N:20]4[CH2:25][CH2:24][N:23]([CH3:26])[C:22](=[O:27])[CH2:21]4)[CH2:16][CH2:15]3)[CH:11]=2)[N:6]=[CH:5][N:4]=1, predict the reactants needed to synthesize it.